From a dataset of Catalyst prediction with 721,799 reactions and 888 catalyst types from USPTO. Predict which catalyst facilitates the given reaction. (1) Reactant: Cl[C:2]1[C:7]2[C:8](=[O:32])[N:9]([C:13]3[CH:14]=[C:15]4[C:19](=[C:20]([CH:22]5[CH2:24][CH2:23]5)[CH:21]=3)[N:18]([C:25]3[CH:26]=[N:27][C:28]([CH3:31])=[CH:29][CH:30]=3)[CH:17]=[CH:16]4)[CH2:10][CH2:11][O:12][C:6]=2[N:5]=[CH:4][N:3]=1.[NH3:33]. Product: [NH2:33][C:2]1[C:7]2[C:8](=[O:32])[N:9]([C:13]3[CH:14]=[C:15]4[C:19](=[C:20]([CH:22]5[CH2:24][CH2:23]5)[CH:21]=3)[N:18]([C:25]3[CH:26]=[N:27][C:28]([CH3:31])=[CH:29][CH:30]=3)[CH:17]=[CH:16]4)[CH2:10][CH2:11][O:12][C:6]=2[N:5]=[CH:4][N:3]=1. The catalyst class is: 12. (2) Reactant: [Cl:1][C:2]1[C:10]2[NH:9][N:8]=[CH:7][C:6]=2[C:5]2[CH2:11][N:12]([CH2:28][C:29]([F:32])([F:31])[F:30])[C:13](=[O:27])[C@H:14]([NH:16]C(=O)OCC3C=CC=CC=3)[CH2:15][C:4]=2[CH:3]=1.C1(OC)C=CC=CC=1.[CH3:41][S:42]([OH:45])(=[O:44])=[O:43].CCOCC. Product: [CH3:41][S:42]([OH:45])(=[O:44])=[O:43].[CH3:41][S:42]([OH:45])(=[O:44])=[O:43].[NH2:16][C@H:14]1[C:13](=[O:27])[N:12]([CH2:28][C:29]([F:30])([F:32])[F:31])[CH2:11][C:5]2[C:6]3[CH:7]=[N:8][NH:9][C:10]=3[C:2]([Cl:1])=[CH:3][C:4]=2[CH2:15]1. The catalyst class is: 2. (3) Reactant: Br[C:2]1[CH:3]=[C:4]([C@:8]([NH:19][S@:20]([C:22]([CH3:25])([CH3:24])[CH3:23])=[O:21])([CH3:18])[CH2:9][O:10][Si:11]([C:14]([CH3:17])([CH3:16])[CH3:15])([CH3:13])[CH3:12])[CH:5]=[CH:6][CH:7]=1.C([Li])CCC.CCCCCC.Cl[C:38]([O:40][CH3:41])=[O:39].[Cl-].[NH4+]. Product: [CH3:15][C:14]([CH3:17])([Si:11]([CH3:13])([CH3:12])[O:10][CH2:9][C@:8]([C:4]1[CH:3]=[C:2]([CH:7]=[CH:6][CH:5]=1)[C:38]([O:40][CH3:41])=[O:39])([CH3:18])[NH:19][S@@:20](=[O:21])[C:22]([CH3:25])([CH3:24])[CH3:23])[CH3:16]. The catalyst class is: 1. (4) Reactant: [CH2:1]([N:8]([CH2:23][CH2:24]O)[C:9](=[O:22])[C@H:10]([NH:14][C:15](=[O:21])[O:16][C:17]([CH3:20])([CH3:19])[CH3:18])[CH:11]([CH3:13])[CH3:12])[C:2]1[CH:7]=[CH:6][CH:5]=[CH:4][CH:3]=1.CCN(CC)CC.CS([Cl:37])(=O)=O. Product: [CH2:1]([N:8]([CH2:23][CH2:24][Cl:37])[C:9](=[O:22])[C@H:10]([NH:14][C:15](=[O:21])[O:16][C:17]([CH3:20])([CH3:19])[CH3:18])[CH:11]([CH3:13])[CH3:12])[C:2]1[CH:7]=[CH:6][CH:5]=[CH:4][CH:3]=1. The catalyst class is: 2. (5) Reactant: [Cl:1][C:2]1[CH:3]=[C:4]([C:8]2[C:13]3[N:14]([CH2:24][C@H:25]4[CH2:30][CH2:29][C@H:28]([CH3:31])[CH2:27][CH2:26]4)[C:15]([N:17]([CH3:23])[CH2:18][C:19]([F:22])([F:21])[F:20])=[N:16][C:12]=3[CH:11]=[C:10]([C:32]#[N:33])[N:9]=2)[CH:5]=[N:6][CH:7]=1.[NH2:34][OH:35]. Product: [Cl:1][C:2]1[CH:3]=[C:4]([C:8]2[C:13]3[N:14]([CH2:24][C@H:25]4[CH2:26][CH2:27][C@H:28]([CH3:31])[CH2:29][CH2:30]4)[C:15]([N:17]([CH3:23])[CH2:18][C:19]([F:20])([F:21])[F:22])=[N:16][C:12]=3[CH:11]=[C:10]([C:32](=[NH:33])[NH:34][OH:35])[N:9]=2)[CH:5]=[N:6][CH:7]=1. The catalyst class is: 14.